From a dataset of Full USPTO retrosynthesis dataset with 1.9M reactions from patents (1976-2016). Predict the reactants needed to synthesize the given product. (1) Given the product [Cl:16][C:17]1[CH:22]=[CH:21][C:20]([C:23]2[CH:24]=[CH:25][C:26]([NH:29][C:30](/[CH:31]=[CH:32]/[CH:33]([CH2:38][NH:2][CH:3]3[CH2:8][CH2:7][N:6]([C:9]([O:11][C:12]([CH3:15])([CH3:14])[CH3:13])=[O:10])[CH2:5][CH2:4]3)[C:34]3[CH:5]=[CH:4][CH:3]=[CH:8][CH:35]=3)=[O:41])=[CH:27][CH:28]=2)=[CH:19][CH:18]=1, predict the reactants needed to synthesize it. The reactants are: C[NH:2][CH:3]1[CH2:8][CH2:7][N:6]([C:9]([O:11][C:12]([CH3:15])([CH3:14])[CH3:13])=[O:10])[CH2:5][CH2:4]1.[Cl:16][C:17]1[CH:22]=[CH:21][C:20]([C:23]2[CH:28]=[CH:27][C:26]([NH:29][C:30](=[O:41])/[CH:31]=[CH:32]/[C:33]3[CH:38]=CC(CCl)=[CH:35][CH:34]=3)=[CH:25][CH:24]=2)=[CH:19][CH:18]=1. (2) Given the product [Br:1][C:2]1[CH:3]=[C:4]2[C:9](=[CH:10][CH:11]=1)[N:8]=[CH:7][C:6]([N+:12]([O-:14])=[O:13])=[C:5]2[CH3:15], predict the reactants needed to synthesize it. The reactants are: [Br:1][C:2]1[CH:3]=[C:4]2[C:9](=[CH:10][CH:11]=1)[N:8]=[CH:7][C:6]([N+:12]([O-:14])=[O:13])=[C:5]2[CH:15](C(OCC)=O)C(OCC)=O.[OH-].[Na+]. (3) Given the product [Cl:35][C:27]1[CH:28]=[C:29]([Cl:34])[C:30]([O:32][CH3:33])=[CH:31][C:26]=1[NH:19][C:11]1[C:10]2[C:15](=[CH:16][C:7]([C:43]#[C:42][CH2:41][CH2:40][OH:44])=[C:8]([O:36][CH3:37])[CH:9]=2)[N:14]=[CH:13][C:12]=1[C:17]#[N:18], predict the reactants needed to synthesize it. The reactants are: FC(F)(F)S(O[C:7]1[CH:16]=[C:15]2[C:10]([C:11]([N:19]([C:26]3[CH:31]=[C:30]([O:32][CH3:33])[C:29]([Cl:34])=[CH:28][C:27]=3[Cl:35])C3C=CC=CC=3)=[C:12]([C:17]#[N:18])[CH:13]=[N:14]2)=[CH:9][C:8]=1[O:36][CH3:37])(=O)=O.[CH2:40]([OH:44])[CH2:41][C:42]#[CH:43].C(OCC)(=O)C.O. (4) Given the product [CH3:7][S:8]([O:11][C:12]1[CH:17]=[CH:16][CH:15]=[C:14]([C:18]2([C:26]3[CH:31]=[CH:30][CH:29]=[C:28]([Br:32])[CH:27]=3)[C:22](=[O:23])[N:21]([CH3:24])[C:20]([NH2:33])=[N:19]2)[CH:13]=1)(=[O:10])=[O:9], predict the reactants needed to synthesize it. The reactants are: C(OO)(C)(C)C.[CH3:7][S:8]([O:11][C:12]1[CH:17]=[CH:16][CH:15]=[C:14]([C:18]2([C:26]3[CH:31]=[CH:30][CH:29]=[C:28]([Br:32])[CH:27]=3)[C:22](=[O:23])[N:21]([CH3:24])[C:20](=S)[NH:19]2)[CH:13]=1)(=[O:10])=[O:9].[NH3:33]. (5) Given the product [CH3:11][O:12][C:13]([CH:14]1[CH2:18][CH2:17][CH2:16][N:15]1[C:1](=[O:8])[C:2]1[CH:7]=[CH:6][CH:5]=[CH:4][CH:3]=1)=[O:19], predict the reactants needed to synthesize it. The reactants are: [C:1](Cl)(=[O:8])[C:2]1[CH:7]=[CH:6][CH:5]=[CH:4][CH:3]=1.Cl.[CH3:11][O:12][C:13](=[O:19])[C@@H:14]1[CH2:18][CH2:17][CH2:16][NH:15]1.CCN(CC)CC. (6) Given the product [Cl:12][C:13]1[CH:18]=[CH:17][C:16]([C:19](=[O:37])[C:20]([NH:29][C:30](=[O:36])[O:31][C:32]([CH3:33])([CH3:34])[CH3:35])([C:22]2[CH:23]=[N:24][C:25]([Cl:28])=[CH:26][CH:27]=2)[CH3:21])=[CH:15][C:14]=1[F:38], predict the reactants needed to synthesize it. The reactants are: C(OC(=O)C)(=O)C.CS(C)=O.[Cl:12][C:13]1[CH:18]=[CH:17][C:16]([CH:19]([OH:37])[C:20]([NH:29][C:30](=[O:36])[O:31][C:32]([CH3:35])([CH3:34])[CH3:33])([C:22]2[CH:23]=[N:24][C:25]([Cl:28])=[CH:26][CH:27]=2)[CH3:21])=[CH:15][C:14]=1[F:38]. (7) The reactants are: [Cl:1][C:2]1[CH:7]=[CH:6][C:5]([CH:8]([C:10]2[N:14]3[N:15]=[C:16]([Cl:26])[CH:17]=[C:18]([CH2:19][N:20]4[CH2:25][CH2:24][O:23][CH2:22][CH2:21]4)[C:13]3=[N:12][C:11]=2[CH3:27])O)=[C:4]([F:28])[CH:3]=1.ClCCCl.C([SiH](CC)CC)C.FC(F)(F)C(O)=O. Given the product [Cl:26][C:16]1[CH:17]=[C:18]([CH2:19][N:20]2[CH2:21][CH2:22][O:23][CH2:24][CH2:25]2)[C:13]2[N:14]([C:10]([CH2:8][C:5]3[CH:6]=[CH:7][C:2]([Cl:1])=[CH:3][C:4]=3[F:28])=[C:11]([CH3:27])[N:12]=2)[N:15]=1, predict the reactants needed to synthesize it. (8) The reactants are: CS(C)=O.[I-].[CH3:6][S+](C)(C)=O.[H-].[Na+].[CH3:13][C:14]([CH3:24])([CH3:23])[C:15]([C:17]1[CH:18]=[N:19][CH:20]=[N:21][CH:22]=1)=[O:16]. Given the product [C:14]([C:15]1([C:17]2[CH:22]=[N:21][CH:20]=[N:19][CH:18]=2)[CH2:6][O:16]1)([CH3:24])([CH3:23])[CH3:13], predict the reactants needed to synthesize it. (9) Given the product [F:34][C:32]([F:33])([F:35])[C:27]1[CH:28]=[CH:29][CH:30]=[CH:31][C:26]=1[O:25][CH:22]1[CH2:23][CH2:24][N:19]([C:16]2[N:15]=[N:14][C:13]([C:10]3[S:9][C:8]([C:5]([OH:4])([CH3:38])[CH3:6])=[N:12][N:11]=3)=[CH:18][CH:17]=2)[CH2:20][CH2:21]1, predict the reactants needed to synthesize it. The reactants are: C([O:4][CH:5]([C:8]1[S:9][C:10]([C:13]2[N:14]=[N:15][C:16]([N:19]3[CH2:24][CH2:23][CH:22]([O:25][C:26]4[CH:31]=[CH:30][CH:29]=[CH:28][C:27]=4[C:32]([F:35])([F:34])[F:33])[CH2:21][CH2:20]3)=[CH:17][CH:18]=2)=[N:11][N:12]=1)[CH2:6]C)(=O)C.NN.[CH3:38]O.